Predict the reactants needed to synthesize the given product. From a dataset of Retrosynthesis with 50K atom-mapped reactions and 10 reaction types from USPTO. (1) Given the product Cc1c(OCC(F)(F)F)ccnc1CS(=O)c1nc2ccccc2n1C(C)OC(=O)OC(C)C, predict the reactants needed to synthesize it. The reactants are: CC(C)OC(=O)OC(C)I.Cc1c(OCC(F)(F)F)ccnc1CS(=O)c1nc2ccccc2[nH]1. (2) Given the product CCCn1c(=O)c(N)nc2ccccc21, predict the reactants needed to synthesize it. The reactants are: CCCn1c(=O)c(NC(=O)OC(C)(C)C)nc2ccccc21. (3) Given the product Cc1cc(SCc2cc(C#CCN3CCOCC3)cc(OCC3CC3)c2)ccc1OCC(=O)O, predict the reactants needed to synthesize it. The reactants are: CCOC(=O)COc1ccc(SCc2cc(C#CCN3CCOCC3)cc(OCC3CC3)c2)cc1C. (4) Given the product COc1cc(O)c2c(c1)OC1(CCCCC1)CC2=O, predict the reactants needed to synthesize it. The reactants are: COc1cc(OC)c2c(c1)OC1(CCCCC1)CC2=O. (5) The reactants are: Cn1ncc2[nH]ccc2c1=O.O=C(c1ccc(CBr)cc1)c1ccc(Cl)cc1Cl. Given the product Cn1ncc2c(ccn2Cc2ccc(C(=O)c3ccc(Cl)cc3Cl)cc2)c1=O, predict the reactants needed to synthesize it. (6) Given the product Ic1cccnc1SCc1ccccc1, predict the reactants needed to synthesize it. The reactants are: Fc1ncccc1I.SCc1ccccc1. (7) The reactants are: COC(=O)CCC(CCCCN)c1cccc(-c2cccnc2)c1.O=S(=O)(Cl)c1ccc(F)cc1. Given the product COC(=O)CCC(CCCCNS(=O)(=O)c1ccc(F)cc1)c1cccc(-c2cccnc2)c1, predict the reactants needed to synthesize it. (8) Given the product CC(C)n1ncnc1-c1cc2n(n1)-c1cc(C(=O)N3CCC(O)CC3)ccc1OCC2, predict the reactants needed to synthesize it. The reactants are: CC(C)n1ncnc1-c1cc2n(n1)-c1cc(C(=O)O)ccc1OCC2.OC1CCNCC1.